This data is from Catalyst prediction with 721,799 reactions and 888 catalyst types from USPTO. The task is: Predict which catalyst facilitates the given reaction. (1) Reactant: [CH3:1][C:2]1([CH3:15])[O:6][B:5]([OH:7])[C:4]2[CH:8]=[C:9]([N+:12]([O-])=O)[CH:10]=[CH:11][C:3]1=2.Cl.C(Cl)Cl.CO. Product: [NH2:12][C:9]1[CH:10]=[CH:11][C:3]2[C:2]([CH3:1])([CH3:15])[O:6][B:5]([OH:7])[C:4]=2[CH:8]=1. The catalyst class is: 284. (2) Reactant: Cl[C:2](Cl)([O:4]C(=O)OC(Cl)(Cl)Cl)Cl.[CH:13]([N:16]1[C:20]2[N:21]=[C:22]([C:31]3[CH:36]=[CH:35][C:34]([NH2:37])=[CH:33][CH:32]=3)[N:23]=[C:24]([N:25]3[CH2:30][CH2:29][O:28][CH2:27][CH2:26]3)[C:19]=2[N:18]=[N:17]1)([CH3:15])[CH3:14].[N:38]1([C:44]2[CH:50]=[CH:49][C:47]([NH2:48])=[CH:46][CH:45]=2)[CH2:43][CH2:42][O:41][CH2:40][CH2:39]1.CCN(CC)CC. Product: [CH:13]([N:16]1[C:20]2[N:21]=[C:22]([C:31]3[CH:32]=[CH:33][C:34]([NH:37][C:2]([NH:48][C:47]4[CH:49]=[CH:50][C:44]([N:38]5[CH2:39][CH2:40][O:41][CH2:42][CH2:43]5)=[CH:45][CH:46]=4)=[O:4])=[CH:35][CH:36]=3)[N:23]=[C:24]([N:25]3[CH2:30][CH2:29][O:28][CH2:27][CH2:26]3)[C:19]=2[N:18]=[N:17]1)([CH3:15])[CH3:14]. The catalyst class is: 2. (3) Reactant: [CH3:1][O:2][C:3]1[CH:4]=[C:5]([CH:9]=[CH:10][C:11]=1[O:12][CH3:13])[C:6](Cl)=[O:7].[CH3:14][C:15]([C:23]1[CH:28]=[CH:27][C:26]([NH2:29])=[CH:25][CH:24]=1)([C:17]1[CH:22]=[CH:21][N:20]=[CH:19][CH:18]=1)[CH3:16].C(N(CC)CC)C. Product: [CH3:1][O:2][C:3]1[CH:4]=[C:5]([CH:9]=[CH:10][C:11]=1[O:12][CH3:13])[C:6]([NH:29][C:26]1[CH:25]=[CH:24][C:23]([C:15]([CH3:16])([C:17]2[CH:18]=[CH:19][N:20]=[CH:21][CH:22]=2)[CH3:14])=[CH:28][CH:27]=1)=[O:7]. The catalyst class is: 2. (4) Reactant: [CH2:1]([O:8][C@H:9]1[C@H:14]([O:15][CH2:16][C:17]2[CH:22]=[CH:21][CH:20]=[CH:19][CH:18]=2)[C@@H:13]([O:23][CH2:24][C:25]2[CH:30]=[CH:29][CH:28]=[CH:27][CH:26]=2)[C@@:12]([C:33]2[CH:38]=[CH:37][C:36]([Cl:39])=[C:35]([CH2:40][C:41]3[CH:46]=[CH:45][C:44]([O:47][CH2:48][CH:49]([F:51])[F:50])=[CH:43][CH:42]=3)[CH:34]=2)([O:31][CH3:32])[O:11][C@@H:10]1[CH:52]=[O:53])[C:2]1[CH:7]=[CH:6][CH:5]=[CH:4][CH:3]=1.[CH2:54]=[O:55].[OH-].[Na+]. Product: [CH2:1]([O:8][C@H:9]1[C@H:14]([O:15][CH2:16][C:17]2[CH:22]=[CH:21][CH:20]=[CH:19][CH:18]=2)[C@@H:13]([O:23][CH2:24][C:25]2[CH:30]=[CH:29][CH:28]=[CH:27][CH:26]=2)[C@@:12]([C:33]2[CH:38]=[CH:37][C:36]([Cl:39])=[C:35]([CH2:40][C:41]3[CH:42]=[CH:43][C:44]([O:47][CH2:48][CH:49]([F:50])[F:51])=[CH:45][CH:46]=3)[CH:34]=2)([O:31][CH3:32])[O:11][C@:10]1([CH2:54][OH:55])[CH:52]=[O:53])[C:2]1[CH:3]=[CH:4][CH:5]=[CH:6][CH:7]=1. The catalyst class is: 12. (5) Reactant: [F:1][C:2]([F:7])([F:6])[C:3]([OH:5])=[O:4].FC(F)(F)C(O)=O.[NH2:15][CH2:16][C@H:17]1[CH2:22][CH2:21][C@H:20]([N:23]2[C:27]3=[C:28]4[S:34][CH:33]=[CH:32][C:29]4=[N:30][CH:31]=[C:26]3[N:25]=[C:24]2[C@H:35]([OH:37])[CH3:36])[CH2:19][CH2:18]1.C(N(CC)CC)C.[CH3:45][N:46]([CH3:50])[C:47](Cl)=[O:48]. Product: [OH:37][C@@H:35]([C:24]1[N:23]([C@H:20]2[CH2:21][CH2:22][C@H:17]([CH2:16][NH:15][C:47](=[O:48])[N:46]([CH3:50])[CH3:45])[CH2:18][CH2:19]2)[C:27]2=[C:28]3[S:34][CH:33]=[CH:32][C:29]3=[N:30][CH:31]=[C:26]2[N:25]=1)[CH3:36].[C:3]([OH:5])([C:2]([F:7])([F:6])[F:1])=[O:4]. The catalyst class is: 2. (6) Reactant: [CH2:1]([O:3][C:4]([C:6]1[S:10][C:9](Br)=[N:8][C:7]=1[CH2:12][N:13]([CH2:20][C:21]1[CH:26]=[CH:25][C:24]([O:27][CH3:28])=[CH:23][C:22]=1[O:29][CH3:30])[CH2:14][C:15]([O:17][CH2:18][CH3:19])=[O:16])=[O:5])[CH3:2].[Cl:31][C:32]1[CH:33]=[C:34](B(O)O)[CH:35]=[CH:36][C:37]=1[F:38].C(=O)([O-])[O-].[Cs+].[Cs+]. Product: [CH2:1]([O:3][C:4]([C:6]1[S:10][C:9]([C:34]2[CH:35]=[CH:36][C:37]([F:38])=[C:32]([Cl:31])[CH:33]=2)=[N:8][C:7]=1[CH2:12][N:13]([CH2:20][C:21]1[CH:26]=[CH:25][C:24]([O:27][CH3:28])=[CH:23][C:22]=1[O:29][CH3:30])[CH2:14][C:15]([O:17][CH2:18][CH3:19])=[O:16])=[O:5])[CH3:2]. The catalyst class is: 77. (7) Reactant: [Cl:1][C:2]1[CH:7]=[CH:6][C:5]([C:8]2[NH:9][C:10]3[C:15]([CH:16]=2)=[CH:14][CH:13]=[CH:12][CH:11]=3)=[CH:4][C:3]=1[NH:17][S:18]([C:21]1[CH:26]=[CH:25][CH:24]=[CH:23][CH:22]=1)(=[O:20])=[O:19].[C:27](Cl)(=[O:31])[C:28](Cl)=[O:29].[CH3:33][OH:34]. Product: [CH3:33][O:34][C:27](=[O:31])[C:28]([C:16]1[C:15]2[C:10](=[CH:11][CH:12]=[CH:13][CH:14]=2)[NH:9][C:8]=1[C:5]1[CH:6]=[CH:7][C:2]([Cl:1])=[C:3]([NH:17][S:18]([C:21]2[CH:26]=[CH:25][CH:24]=[CH:23][CH:22]=2)(=[O:20])=[O:19])[CH:4]=1)=[O:29]. The catalyst class is: 28. (8) Reactant: Br[CH2:2][C:3](=O)[C:4]([C:6]1[CH:11]=[CH:10][CH:9]=[CH:8][CH:7]=1)=[O:5].[NH2:13][C:14]1[CH:19]=[CH:18][C:17]([I:20])=[CH:16][N:15]=1. Product: [I:20][C:17]1[CH:18]=[CH:19][C:14]2[N:15]([CH:2]=[C:3]([C:4]([C:6]3[CH:11]=[CH:10][CH:9]=[CH:8][CH:7]=3)=[O:5])[N:13]=2)[CH:16]=1. The catalyst class is: 7. (9) Reactant: [Cl:1][C:2]1[C:11]([N+:12]([O-:14])=[O:13])=[C:10](Cl)[C:9]2[C:4](=[CH:5][CH:6]=[CH:7][CH:8]=2)[N:3]=1.C(N(CC)CC)C.[O:23]1[CH2:28][CH2:27][CH:26]([CH2:29][NH2:30])[CH2:25][CH2:24]1.O. Product: [Cl:1][C:2]1[C:11]([N+:12]([O-:14])=[O:13])=[C:10]([NH:30][CH2:29][CH:26]2[CH2:27][CH2:28][O:23][CH2:24][CH2:25]2)[C:9]2[C:4](=[CH:5][CH:6]=[CH:7][CH:8]=2)[N:3]=1. The catalyst class is: 3.